Dataset: Full USPTO retrosynthesis dataset with 1.9M reactions from patents (1976-2016). Task: Predict the reactants needed to synthesize the given product. Given the product [NH2:36][C:35]1[CH:34]=[CH:33][C:32]([C:37]2[CH:42]=[CH:41][C:40]([NH:43][C:47]3[CH:55]=[CH:54][CH:53]=[CH:52][C:48]=3[C:49]([O:51][CH3:1])=[O:50])=[C:39]([O:44][CH3:45])[CH:38]=2)=[CH:31][C:30]=1[O:29][CH3:28], predict the reactants needed to synthesize it. The reactants are: [CH2:1]1CCC(N2CCN(C(C3C=CC=CC=3)CC3C=CC=CC=3)CC2)CCC1.[CH3:28][O:29][C:30]1[CH:31]=[C:32]([C:37]2[CH:42]=[CH:41][C:40]([NH2:43])=[C:39]([O:44][CH3:45])[CH:38]=2)[CH:33]=[CH:34][C:35]=1[NH2:36].I[C:47]1[CH:55]=[CH:54][CH:53]=[CH:52][C:48]=1[C:49]([OH:51])=[O:50].C([O-])([O-])=O.[Cs+].[Cs+].